This data is from NCI-60 drug combinations with 297,098 pairs across 59 cell lines. The task is: Regression. Given two drug SMILES strings and cell line genomic features, predict the synergy score measuring deviation from expected non-interaction effect. (1) Drug 1: C1=CC=C(C(=C1)C(C2=CC=C(C=C2)Cl)C(Cl)Cl)Cl. Synergy scores: CSS=4.81, Synergy_ZIP=-1.25, Synergy_Bliss=2.24, Synergy_Loewe=-6.63, Synergy_HSA=-0.746. Cell line: SF-268. Drug 2: C(CCl)NC(=O)N(CCCl)N=O. (2) Drug 2: CC(C)(C#N)C1=CC(=CC(=C1)CN2C=NC=N2)C(C)(C)C#N. Synergy scores: CSS=29.5, Synergy_ZIP=1.46, Synergy_Bliss=-0.756, Synergy_Loewe=-10.5, Synergy_HSA=1.30. Drug 1: C1=CC(=CC=C1CCC2=CNC3=C2C(=O)NC(=N3)N)C(=O)NC(CCC(=O)O)C(=O)O. Cell line: SF-539. (3) Drug 1: CN1CCC(CC1)COC2=C(C=C3C(=C2)N=CN=C3NC4=C(C=C(C=C4)Br)F)OC. Drug 2: CC1CCCC2(C(O2)CC(NC(=O)CC(C(C(=O)C(C1O)C)(C)C)O)C(=CC3=CSC(=N3)C)C)C. Cell line: 786-0. Synergy scores: CSS=9.82, Synergy_ZIP=0.562, Synergy_Bliss=4.02, Synergy_Loewe=3.22, Synergy_HSA=3.51.